Task: Predict the reactants needed to synthesize the given product.. Dataset: Full USPTO retrosynthesis dataset with 1.9M reactions from patents (1976-2016) (1) Given the product [OH:39][C:20]1[CH:19]=[C:18]([C:15]2[CH:16]=[CH:17][C:12]3[N:13]([C:9]([C:6]4[CH:5]=[CH:4][C:3]([C:1]#[N:2])=[CH:8][CH:7]=4)=[CH:10][N:11]=3)[CH:14]=2)[CH:38]=[CH:37][C:21]=1[C:22]([N:24]1[CH2:29][CH2:28][NH:27][CH2:26][CH2:25]1)=[O:23], predict the reactants needed to synthesize it. The reactants are: [C:1]([C:3]1[CH:8]=[CH:7][C:6]([C:9]2[N:13]3[CH:14]=[C:15]([C:18]4[CH:38]=[CH:37][C:21]([C:22]([N:24]5[CH2:29][CH2:28][N:27](C(OC(C)(C)C)=O)[CH2:26][CH2:25]5)=[O:23])=[C:20]([O:39]C)[CH:19]=4)[CH:16]=[CH:17][C:12]3=[N:11][CH:10]=2)=[CH:5][CH:4]=1)#[N:2].B(Br)(Br)Br. (2) Given the product [CH3:11][S:12]([O:6][CH2:5][CH2:4][C:3]1[CH:7]=[CH:8][CH:9]=[CH:10][C:2]=1[F:1])(=[O:14])=[O:13], predict the reactants needed to synthesize it. The reactants are: [F:1][C:2]1[CH:10]=[CH:9][CH:8]=[CH:7][C:3]=1[CH2:4][CH2:5][OH:6].[CH3:11][S:12](Cl)(=[O:14])=[O:13]. (3) Given the product [ClH:16].[NH2:2][CH2:1][CH:3]([C:10]1[CH:11]=[CH:12][CH:13]=[CH:14][CH:15]=1)[CH2:4][C:5]([O:7][CH2:8][CH3:9])=[O:6], predict the reactants needed to synthesize it. The reactants are: [C:1]([CH:3]([C:10]1[CH:15]=[CH:14][CH:13]=[CH:12][CH:11]=1)[CH2:4][C:5]([O:7][CH2:8][CH3:9])=[O:6])#[N:2].[ClH:16]. (4) Given the product [CH2:1]([O:3][C:4](=[O:45])[CH2:5][NH:6][C:7]1[C:12]([NH2:13])=[C:11]([N:16]2[CH2:17][CH2:18][CH:19]([C:22]3[N:23]([CH2:38][CH2:39][N:40]4[CH2:44][CH2:43][CH2:42][CH2:41]4)[CH:24]=[C:25]([C:27]4[CH:32]=[CH:31][C:30]([F:33])=[C:29]([C:34]([F:37])([F:36])[F:35])[CH:28]=4)[N:26]=3)[CH2:20][CH2:21]2)[N:10]=[CH:9][N:8]=1)[CH3:2], predict the reactants needed to synthesize it. The reactants are: [CH2:1]([O:3][C:4](=[O:45])[CH2:5][NH:6][C:7]1[C:12]([N+:13]([O-])=O)=[C:11]([N:16]2[CH2:21][CH2:20][CH:19]([C:22]3[N:23]([CH2:38][CH2:39][N:40]4[CH2:44][CH2:43][CH2:42][CH2:41]4)[CH:24]=[C:25]([C:27]4[CH:32]=[CH:31][C:30]([F:33])=[C:29]([C:34]([F:37])([F:36])[F:35])[CH:28]=4)[N:26]=3)[CH2:18][CH2:17]2)[N:10]=[CH:9][N:8]=1)[CH3:2]. (5) Given the product [CH2:22]([O:24][CH:25]([O:44][CH2:45][CH3:46])[C:26]1[CH:27]=[CH:28][C:29]([CH:30]2[CH:20]([C:21]3[CH:14]=[CH:12][C:14]([C:12]([N:9]4[CH2:8][CH2:7][N:6]([C:1](=[O:5])[CH:2]([CH3:3])[CH3:4])[CH2:11][CH2:10]4)=[O:13])=[CH:21][CH:20]=3)[C:47](=[O:48])[C:33]3[C:37]([C:36]([O:35][CH3:34])=[O:41])=[CH:38][CH:39]=[CH:40][C:32]=3[NH:31]2)=[CH:42][CH:43]=1)[CH3:23], predict the reactants needed to synthesize it. The reactants are: [C:1]([N:6]1[CH2:11][CH2:10][N:9]([C:12]([C:14]2[CH:21]=[CH:20]C(C=O)=CC=2)=[O:13])[CH2:8][CH2:7]1)(=[O:5])[CH:2]([CH3:4])[CH3:3].[CH2:22]([O:24][CH:25]([O:44][CH2:45][CH3:46])[C:26]1[CH:43]=[CH:42][C:29](/[CH:30]=[N:31]/[C:32]2[CH:40]=[CH:39][CH:38]=[C:37]3[C:33]=2[CH2:34][O:35][C:36]3=[O:41])=[CH:28][CH:27]=1)[CH3:23].[CH3:47][O-:48].[Na+].CO. (6) Given the product [Br:1][C:2]1[CH:3]=[C:4]2[C:5](=[CH:6][CH:7]=1)[N:8]([CH:9]1[CH2:15][CH:14]3[N:16]([CH3:17])[CH:11]([CH2:12][CH2:13]3)[CH2:10]1)[CH:19]=[CH:18]2, predict the reactants needed to synthesize it. The reactants are: [Br:1][C:2]1[CH:7]=[CH:6][C:5]([NH:8][CH:9]2[CH2:15][CH:14]3[N:16]([CH3:17])[CH:11]([CH2:12][CH2:13]3)[CH2:10]2)=[C:4]([CH2:18][CH:19](OC)OC)[CH:3]=1. (7) Given the product [C:18]([C:22]1[CH:26]=[C:25]([NH:43][C:46]([NH:66][C:59]2[C:60]3[C:65](=[CH:64][CH:63]=[CH:62][CH:61]=3)[C:56]([O:55][C:53]3[CH:52]=[CH:51][N:50]=[C:49]([Cl:48])[N:54]=3)=[CH:57][CH:58]=2)=[O:8])[N:24]([C:30]2[CH:35]=[CH:34][CH:33]=[C:32]([CH2:36][P:37]([CH3:39])([CH3:40])=[O:38])[CH:31]=2)[N:23]=1)([CH3:21])([CH3:20])[CH3:19], predict the reactants needed to synthesize it. The reactants are: C1C=CC(P(N=[N+]=[N-])(C2C=CC=CC=2)=[O:8])=CC=1.[C:18]([C:22]1[CH:26]=[C:25](C(O)=O)[N:24]([C:30]2[CH:35]=[CH:34][CH:33]=[C:32]([CH2:36][P:37]([CH3:40])([CH3:39])=[O:38])[CH:31]=2)[N:23]=1)([CH3:21])([CH3:20])[CH3:19].CC[N:43]([CH2:46]C)CC.[Cl:48][C:49]1[N:54]=[C:53]([O:55][C:56]2[C:65]3[C:60](=[CH:61][CH:62]=[CH:63][CH:64]=3)[C:59]([NH2:66])=[CH:58][CH:57]=2)[CH:52]=[CH:51][N:50]=1. (8) Given the product [NH2:1][C:2]1[C:11]([CH2:12][CH2:13][CH2:14][O:15][CH3:16])=[CH:10][C:5]([C:6]([O:8][CH3:9])=[O:7])=[C:4]([Cl:17])[CH:3]=1, predict the reactants needed to synthesize it. The reactants are: [NH2:1][C:2]1[C:11]([C:12]#[C:13][CH2:14][O:15][CH3:16])=[CH:10][C:5]([C:6]([O:8][CH3:9])=[O:7])=[C:4]([Cl:17])[CH:3]=1. (9) Given the product [O:13]=[C:12]1[CH:11]=[N:10][C:9]2[CH:14]=[N:15][CH:16]=[CH:17][C:8]=2[N:7]1[CH2:6][CH:2]=[O:1], predict the reactants needed to synthesize it. The reactants are: [O:1]1CCO[CH:2]1[CH2:6][N:7]1[C:12](=[O:13])[CH:11]=[N:10][C:9]2[CH:14]=[N:15][CH:16]=[CH:17][C:8]1=2.FC(F)(F)C(O)=O.